Dataset: Forward reaction prediction with 1.9M reactions from USPTO patents (1976-2016). Task: Predict the product of the given reaction. (1) Given the reactants C([C:3]1[C:11](S)=[CH:10][C:9](C=C)=[C:8]2[C:4]=1[CH2:5][CH2:6][C:7]2=[O:15])=C.C1N2CN3CN(C2)CN1C3, predict the reaction product. The product is: [C:7]1(=[O:15])[C:8]2[C:4](=[CH:3][CH:11]=[CH:10][CH:9]=2)[CH2:5][CH2:6]1. (2) Given the reactants [C:1]([O:5][C:6]([N:8]1[CH2:13][CH2:12][CH2:11][C:10]([NH:17]C(OCC2C3C=CC=CC=3C3C2=CC=CC=3)=O)([C:14]([OH:16])=[O:15])[CH2:9]1)=[O:7])([CH3:4])([CH3:3])[CH3:2], predict the reaction product. The product is: [NH2:17][C:10]1([C:14]([OH:16])=[O:15])[CH2:11][CH2:12][CH2:13][N:8]([C:6]([O:5][C:1]([CH3:2])([CH3:3])[CH3:4])=[O:7])[CH2:9]1. (3) Given the reactants [CH2:1]([CH:3]([CH2:49][CH2:50][CH2:51][CH3:52])[C:4]#[C:5][C:6]1[C:24]2[S:25][C:26]([Si:28]([CH:35]([CH3:37])[CH3:36])([CH:32]([CH3:34])[CH3:33])[CH:29]([CH3:31])[CH3:30])=[CH:27][C:23]=2[C:22]([C:38]#[C:39][CH:40]([CH2:47][CH3:48])[CH2:41][CH2:42][CH2:43][CH2:44]CC)=[C:8]2[S:9][C:10]([Si:12]([CH:19]([CH3:21])[CH3:20])([CH:16]([CH3:18])[CH3:17])[CH:13]([CH3:15])[CH3:14])=[CH:11][C:7]=12)[CH3:2], predict the reaction product. The product is: [CH2:47]([CH:40]([CH2:41][CH2:42][CH2:43][CH3:44])[CH2:39][CH2:38][C:22]1[C:8]2[S:9][C:10]([Si:12]([CH:16]([CH3:18])[CH3:17])([CH:19]([CH3:20])[CH3:21])[CH:13]([CH3:15])[CH3:14])=[CH:11][C:7]=2[C:6]([CH2:5][CH2:4][CH:3]([CH2:1][CH3:2])[CH2:49][CH2:50][CH2:51][CH3:52])=[C:24]2[S:25][C:26]([Si:28]([CH:35]([CH3:36])[CH3:37])([CH:32]([CH3:33])[CH3:34])[CH:29]([CH3:30])[CH3:31])=[CH:27][C:23]=12)[CH3:48]. (4) The product is: [F:1][C:2]1[CH:3]=[C:4]([CH:5]=[CH:6][C:7]=1[F:8])[CH2:9][CH2:10][Br:12]. Given the reactants [F:1][C:2]1[CH:3]=[C:4]([CH2:9][CH2:10]O)[CH:5]=[CH:6][C:7]=1[F:8].[BrH:12].S(=O)(=O)(O)O, predict the reaction product. (5) The product is: [F:36][C:31]1[CH:32]=[CH:33][CH:34]=[CH:35][C:30]=1[CH:28]([O:27][C:21]1[CH:20]=[C:19]([N:16]2[C:13]3[CH:14]=[N:15][C:10]([CH2:9][OH:8])=[CH:11][C:12]=3[N:18]=[CH:17]2)[S:23][C:22]=1[C:24]([NH2:26])=[O:25])[CH3:29]. Given the reactants [Si]([O:8][CH2:9][C:10]1[N:15]=[CH:14][C:13]2[N:16]([C:19]3[S:23][C:22]([C:24]([NH2:26])=[O:25])=[C:21]([O:27][CH:28]([C:30]4[CH:35]=[CH:34][CH:33]=[CH:32][C:31]=4[F:36])[CH3:29])[CH:20]=3)[CH:17]=[N:18][C:12]=2[CH:11]=1)(C(C)(C)C)(C)C.[F-].C([N+](CCCC)(CCCC)CCCC)CCC, predict the reaction product. (6) Given the reactants O.[NH2:2][NH2:3].[Br:4][C:5]1[CH:6]=[CH:7][C:8](F)=[C:9]([CH:12]=1)[C:10]#[N:11], predict the reaction product. The product is: [Br:4][C:5]1[CH:12]=[C:9]2[C:8](=[CH:7][CH:6]=1)[NH:3][N:2]=[C:10]2[NH2:11].